Dataset: Peptide-MHC class II binding affinity with 134,281 pairs from IEDB. Task: Regression. Given a peptide amino acid sequence and an MHC pseudo amino acid sequence, predict their binding affinity value. This is MHC class II binding data. (1) The binding affinity (normalized) is 0.315. The peptide sequence is SQDLELSWKLNGLQAY. The MHC is DRB1_0401 with pseudo-sequence DRB1_0401. (2) The peptide sequence is PLMSSKFPELGMNPS. The MHC is DRB1_1001 with pseudo-sequence DRB1_1001. The binding affinity (normalized) is 0.210. (3) The peptide sequence is ELFVAAYVPYVAWLV. The MHC is HLA-DQA10401-DQB10402 with pseudo-sequence HLA-DQA10401-DQB10402. The binding affinity (normalized) is 0.482. (4) The peptide sequence is NRFSYIPNGALKFVD. The MHC is DRB1_1101 with pseudo-sequence DRB1_1101. The binding affinity (normalized) is 0.642. (5) The peptide sequence is SLSELTDALRTLGST. The MHC is DRB1_0301 with pseudo-sequence DRB1_0301. The binding affinity (normalized) is 0.526. (6) The peptide sequence is TALKKAITAMSEAQK. The MHC is DRB1_1101 with pseudo-sequence DRB1_1101. The binding affinity (normalized) is 0.409. (7) The peptide sequence is APSMEEVAAAAVAVT. The MHC is DRB1_1501 with pseudo-sequence DRB1_1501. The binding affinity (normalized) is 0.143. (8) The peptide sequence is PRARYGLVHVANNNY. The MHC is HLA-DPA10103-DPB10401 with pseudo-sequence HLA-DPA10103-DPB10401. The binding affinity (normalized) is 0.0810.